From a dataset of Catalyst prediction with 721,799 reactions and 888 catalyst types from USPTO. Predict which catalyst facilitates the given reaction. Reactant: [C:1]([O:5][C:6]([NH:8][C@H:9]([C:15]1[CH:20]=[CH:19][C:18]([S:21]([CH2:24][CH3:25])(=[O:23])=[O:22])=[CH:17][CH:16]=1)[CH2:10][C:11](OC)=[O:12])=[O:7])([CH3:4])([CH3:3])[CH3:2].[Li+].[BH4-]. Product: [CH2:24]([S:21]([C:18]1[CH:17]=[CH:16][C:15]([C@@H:9]([NH:8][C:6](=[O:7])[O:5][C:1]([CH3:4])([CH3:3])[CH3:2])[CH2:10][CH2:11][OH:12])=[CH:20][CH:19]=1)(=[O:23])=[O:22])[CH3:25]. The catalyst class is: 92.